From a dataset of Forward reaction prediction with 1.9M reactions from USPTO patents (1976-2016). Predict the product of the given reaction. Given the reactants [C:1]([C:4]1[S:8][C:7]([N:9]2[CH2:13][CH2:12][N:11]([CH2:14][CH:15]3[CH2:17][C:16]3([F:19])[F:18])[C:10]2=[O:20])=[N:6][C:5]=1[CH3:21])(=O)[CH3:2].O.[NH2:23]N.O.C[N:27]([CH3:30])C=O, predict the reaction product. The product is: [F:18][C:16]1([F:19])[CH2:17][CH:15]1[CH2:14][N:11]1[CH2:12][CH2:13][N:9]([C:7]2[S:8][C:4]([C:1]3[CH:2]=[CH:30][NH:27][N:23]=3)=[C:5]([CH3:21])[N:6]=2)[C:10]1=[O:20].